From a dataset of Full USPTO retrosynthesis dataset with 1.9M reactions from patents (1976-2016). Predict the reactants needed to synthesize the given product. (1) The reactants are: [C:1]([O:5][C@@H:6]([C:10]1[C:37]([CH3:38])=[CH:36][C:13]2[N:14]=[C:15]([C:17]3[CH:22]=[CH:21][N:20]=[C:19]([N:23]4[CH2:28][CH2:27][N:26]5[C:29](C(F)(F)F)=[N:30][N:31]=[C:25]5[CH2:24]4)[CH:18]=3)[S:16][C:12]=2[C:11]=1[C:39]1[CH:44]=[CH:43][C:42]([Cl:45])=[CH:41][CH:40]=1)[C:7]([OH:9])=[O:8])([CH3:4])([CH3:3])[CH3:2].Cl.N1N=CN2CCNCC=12. Given the product [C:1]([O:5][C@@H:6]([C:10]1[C:37]([CH3:38])=[CH:36][C:13]2[N:14]=[C:15]([C:17]3[CH:22]=[CH:21][N:20]=[C:19]([N:23]4[CH2:28][CH2:27][N:26]5[CH:29]=[N:30][N:31]=[C:25]5[CH2:24]4)[CH:18]=3)[S:16][C:12]=2[C:11]=1[C:39]1[CH:40]=[CH:41][C:42]([Cl:45])=[CH:43][CH:44]=1)[C:7]([OH:9])=[O:8])([CH3:4])([CH3:2])[CH3:3], predict the reactants needed to synthesize it. (2) Given the product [C:1]([O:5][C:6]([N:8]1[CH2:13][CH2:12][N:11]([C:43](=[O:44])[CH2:42][CH2:41][CH2:40][CH:39]([CH3:46])[CH3:38])[CH2:10][C@@H:9]1[C@@H:14]([OH:37])[C@H:15]([N:23]=[C:24]([C:25]1[CH:26]=[CH:27][CH:28]=[CH:29][CH:30]=1)[C:31]1[CH:32]=[CH:33][CH:34]=[CH:35][CH:36]=1)[CH2:16][C:17]1[CH:22]=[CH:21][CH:20]=[CH:19][CH:18]=1)=[O:7])([CH3:4])([CH3:2])[CH3:3], predict the reactants needed to synthesize it. The reactants are: [C:1]([O:5][C:6]([N:8]1[CH2:13][CH2:12][NH:11][CH2:10][C@@H:9]1[C@@H:14]([OH:37])[C@H:15]([N:23]=[C:24]([C:31]1[CH:36]=[CH:35][CH:34]=[CH:33][CH:32]=1)[C:25]1[CH:30]=[CH:29][CH:28]=[CH:27][CH:26]=1)[CH2:16][C:17]1[CH:22]=[CH:21][CH:20]=[CH:19][CH:18]=1)=[O:7])([CH3:4])([CH3:3])[CH3:2].[CH3:38][CH:39]([CH3:46])[CH2:40][CH2:41][CH2:42][C:43](O)=[O:44].CCN=C=NCCCN(C)C.C1C=CC2N(O)N=NC=2C=1.C(N(CC)CC)C.CN(C1C=CC=CN=1)C.